Dataset: Reaction yield outcomes from USPTO patents with 853,638 reactions. Task: Predict the reaction yield, written as a fraction of the theoretical maximum amount of product (1.0 means a 100% yield; for example, 0.34 means a 34% yield). (1) The reactants are C1(P(C2CCCCC2)C2C=CC=CC=2C2C(OC)=CC=CC=2OC)CCCCC1.C(=O)([O-])[O-].[K+].[K+].[OH:36][C:37]1[CH:42]=[CH:41][C:40](B(O)O)=[C:39]([CH2:46][N:47]2[CH2:52][CH2:51][O:50][CH2:49][CH2:48]2)[CH:38]=1.[F:53][C:54]1[CH:55]=[CH:56][C:57]2[N:58]([CH:60]=[C:61]([C:63]([NH:65][C@H:66]3[CH2:71][CH2:70][C@@H:69]([N:72]4[C:77](=[O:78])[C:76]5[CH:79]=[C:80]([F:83])[CH:81]=[N:82][C:75]=5[N:74]([C:84]5[CH:89]=[CH:88][CH:87]=[C:86](I)[CH:85]=5)[C:73]4=[O:91])[CH2:68][CH2:67]3)=[O:64])[N:62]=2)[CH:59]=1. The catalyst is C(#N)C.O.C([O-])(=O)C.[Pd+2].C([O-])(=O)C. The product is [F:53][C:54]1[CH:55]=[CH:56][C:57]2[N:58]([CH:60]=[C:61]([C:63]([NH:65][C@H:66]3[CH2:71][CH2:70][C@@H:69]([N:72]4[C:77](=[O:78])[C:76]5[CH:79]=[C:80]([F:83])[CH:81]=[N:82][C:75]=5[N:74]([C:84]5[CH:89]=[C:88]([C:40]6[CH:41]=[CH:42][C:37]([OH:36])=[CH:38][C:39]=6[CH2:46][N:47]6[CH2:52][CH2:51][O:50][CH2:49][CH2:48]6)[CH:87]=[CH:86][CH:85]=5)[C:73]4=[O:91])[CH2:68][CH2:67]3)=[O:64])[N:62]=2)[CH:59]=1. The yield is 0.180. (2) The reactants are [CH3:1][NH:2][CH2:3][CH2:4][CH2:5][OH:6].[CH2:7]=[C:8]1[O:12][C:10](=[O:11])[CH2:9]1. The catalyst is O1CCCC1. The product is [OH:6][CH2:5][CH2:4][CH2:3][N:2]([CH3:1])[C:10](=[O:11])[CH2:9][C:8](=[O:12])[CH3:7]. The yield is 0.790. (3) The reactants are [S:1]1[CH:5]=[CH:4][CH:3]=[C:2]1[CH2:6][CH2:7][NH2:8].[Cl:9][CH:10](Cl)C.C=O. The catalyst is O. The product is [ClH:9].[S:1]1[C:2]2[CH2:6][CH2:7][NH:8][CH2:10][C:3]=2[CH:4]=[CH:5]1. The yield is 0.900. (4) The reactants are [NH2:1][C@@H:2]([CH2:7][OH:8])[CH2:3][CH2:4][S:5][CH3:6].[C:9](#N)[C:10]1[CH:15]=[CH:14][CH:13]=[CH:12][CH:11]=1. The catalyst is [Br-].[Zn+2].[Br-]. The product is [CH3:6][S:5][CH2:4][CH2:3][C@@H:2]1[CH2:7][O:8][C:9]([C:10]2[CH:15]=[CH:14][CH:13]=[CH:12][CH:11]=2)=[N:1]1. The yield is 0.486. (5) The reactants are C([N:8]1[CH2:13][CH2:12][CH:11]([N:14]2[CH2:18][C:17]3=[CH:19][N:20]=[C:21]([CH2:22][N:23]([CH3:25])[CH3:24])[N:16]3[C:15]2=[O:26])[CH2:10][CH2:9]1)C1C=CC=CC=1.C([O-])=O.[NH4+]. The catalyst is CO.[C].[Pd]. The product is [CH3:25][N:23]([CH2:22][C:21]1[N:16]2[C:15](=[O:26])[N:14]([CH:11]3[CH2:12][CH2:13][NH:8][CH2:9][CH2:10]3)[CH2:18][C:17]2=[CH:19][N:20]=1)[CH3:24]. The yield is 0.870. (6) The reactants are [Br:1][C:2]1[C:3]([CH3:14])=[C:4]([N:8]2[CH:12]=[CH:11][NH:10][C:9]2=[O:13])[CH:5]=[CH:6][CH:7]=1.I[C:16]1[CH:21]=[CH:20][C:19]([CH3:22])=[CH:18][CH:17]=1.NCCN(C)C.C([O-])([O-])=O.[Cs+].[Cs+]. The catalyst is O1CCOCC1.O.[Cu]I. The product is [Br:1][C:2]1[C:3]([CH3:14])=[C:4]([N:8]2[CH:12]=[CH:11][N:10]([C:16]3[CH:21]=[CH:20][C:19]([CH3:22])=[CH:18][CH:17]=3)[C:9]2=[O:13])[CH:5]=[CH:6][CH:7]=1. The yield is 0.490. (7) The reactants are [Cl:1][C:2]1[CH:3]=[C:4]([C:8]2([CH2:18][CH:19]([CH3:21])[CH3:20])[C:12]3[CH2:13][NH:14][CH2:15][CH2:16][C:11]=3[C:10](=[O:17])[O:9]2)[CH:5]=[CH:6][CH:7]=1.[CH2:22]([N:29]=[C:30]=[O:31])[C:23]1[CH:28]=[CH:27][CH:26]=[CH:25][CH:24]=1. The catalyst is ClCCl. The product is [CH2:22]([NH:29][C:30]([N:14]1[CH2:15][CH2:16][C:11]2[C:10](=[O:17])[O:9][C:8]([C:4]3[CH:5]=[CH:6][CH:7]=[C:2]([Cl:1])[CH:3]=3)([CH2:18][CH:19]([CH3:21])[CH3:20])[C:12]=2[CH2:13]1)=[O:31])[C:23]1[CH:28]=[CH:27][CH:26]=[CH:25][CH:24]=1. The yield is 1.00. (8) The reactants are Cl[CH2:2][C:3]([NH:5][CH:6]([CH3:11])[C:7](OC)=[O:8])=[O:4].[NH3:12]. The catalyst is C(O)C. The product is [CH3:11][CH:6]1[NH:5][C:3](=[O:4])[CH2:2][NH:12][C:7]1=[O:8]. The yield is -0.230. (9) The product is [CH3:9][O:8][C:5]1[CH:6]=[CH:7][C:2]([O:10][C:11]2[CH:12]=[C:13]([CH3:21])[C:14]([C:18](=[O:20])[CH3:19])=[C:15]([CH3:17])[CH:16]=2)=[N:3][CH:4]=1. The catalyst is O1CCOCC1.[Cu](I)I.O. The reactants are Br[C:2]1[CH:7]=[CH:6][C:5]([O:8][CH3:9])=[CH:4][N:3]=1.[OH:10][C:11]1[CH:16]=[C:15]([CH3:17])[C:14]([C:18](=[O:20])[CH3:19])=[C:13]([CH3:21])[CH:12]=1.Cl.CN(C)CC(O)=O.C(=O)([O-])[O-].[Cs+].[Cs+]. The yield is 0.960.